This data is from Forward reaction prediction with 1.9M reactions from USPTO patents (1976-2016). The task is: Predict the product of the given reaction. Given the reactants [CH3:1][O:2][C:3](=[O:16])[CH2:4][C:5]1[CH:6]=[C:7]2[C:12](=[CH:13][CH:14]=1)[N+:11]([O-])=[CH:10][CH:9]=[CH:8]2.O=P(Cl)(Cl)[Cl:19], predict the reaction product. The product is: [Cl:19][C:10]1[CH:9]=[CH:8][C:7]2[C:12](=[CH:13][CH:14]=[C:5]([CH2:4][C:3]([O:2][CH3:1])=[O:16])[CH:6]=2)[N:11]=1.